Dataset: NCI-60 drug combinations with 297,098 pairs across 59 cell lines. Task: Regression. Given two drug SMILES strings and cell line genomic features, predict the synergy score measuring deviation from expected non-interaction effect. (1) Drug 1: C1=CC(=CC=C1C#N)C(C2=CC=C(C=C2)C#N)N3C=NC=N3. Drug 2: CN1C2=C(C=C(C=C2)N(CCCl)CCCl)N=C1CCCC(=O)O.Cl. Cell line: HS 578T. Synergy scores: CSS=5.85, Synergy_ZIP=-2.15, Synergy_Bliss=-2.62, Synergy_Loewe=1.01, Synergy_HSA=-2.14. (2) Drug 1: C1=CN(C(=O)N=C1N)C2C(C(C(O2)CO)O)O.Cl. Drug 2: C1CCC(C(C1)N)N.C(=O)(C(=O)[O-])[O-].[Pt+4]. Cell line: SK-MEL-5. Synergy scores: CSS=33.3, Synergy_ZIP=-10.9, Synergy_Bliss=-1.29, Synergy_Loewe=-3.00, Synergy_HSA=2.92. (3) Drug 1: CCC1=C2CN3C(=CC4=C(C3=O)COC(=O)C4(CC)O)C2=NC5=C1C=C(C=C5)O. Drug 2: C1CN(P(=O)(OC1)NCCCl)CCCl. Cell line: NCI/ADR-RES. Synergy scores: CSS=18.8, Synergy_ZIP=-0.786, Synergy_Bliss=6.39, Synergy_Loewe=-17.3, Synergy_HSA=1.63.